From a dataset of Merck oncology drug combination screen with 23,052 pairs across 39 cell lines. Regression. Given two drug SMILES strings and cell line genomic features, predict the synergy score measuring deviation from expected non-interaction effect. (1) Drug 1: O=S1(=O)NC2(CN1CC(F)(F)F)C1CCC2Cc2cc(C=CCN3CCC(C(F)(F)F)CC3)ccc2C1. Drug 2: O=C(NOCC(O)CO)c1ccc(F)c(F)c1Nc1ccc(I)cc1F. Cell line: CAOV3. Synergy scores: synergy=19.5. (2) Drug 1: O=S1(=O)NC2(CN1CC(F)(F)F)C1CCC2Cc2cc(C=CCN3CCC(C(F)(F)F)CC3)ccc2C1. Drug 2: COc1cccc2c1C(=O)c1c(O)c3c(c(O)c1C2=O)CC(O)(C(=O)CO)CC3OC1CC(N)C(O)C(C)O1. Cell line: MDAMB436. Synergy scores: synergy=-11.8. (3) Drug 1: COc1cc(C2c3cc4c(cc3C(OC3OC5COC(C)OC5C(O)C3O)C3COC(=O)C23)OCO4)cc(OC)c1O. Drug 2: O=C(O)C1(Cc2cccc(Nc3nccs3)n2)CCC(Oc2cccc(Cl)c2F)CC1. Cell line: SKMEL30. Synergy scores: synergy=16.4. (4) Drug 1: CNC(=O)c1cc(Oc2ccc(NC(=O)Nc3ccc(Cl)c(C(F)(F)F)c3)cc2)ccn1. Drug 2: Cn1cc(-c2cnn3c(N)c(Br)c(C4CCCNC4)nc23)cn1. Cell line: SW837. Synergy scores: synergy=-12.6. (5) Drug 1: C#Cc1cccc(Nc2ncnc3cc(OCCOC)c(OCCOC)cc23)c1. Drug 2: O=C(NOCC(O)CO)c1ccc(F)c(F)c1Nc1ccc(I)cc1F. Cell line: HT144. Synergy scores: synergy=14.4.